Dataset: NCI-60 drug combinations with 297,098 pairs across 59 cell lines. Task: Regression. Given two drug SMILES strings and cell line genomic features, predict the synergy score measuring deviation from expected non-interaction effect. (1) Drug 1: CCC1=CC2CC(C3=C(CN(C2)C1)C4=CC=CC=C4N3)(C5=C(C=C6C(=C5)C78CCN9C7C(C=CC9)(C(C(C8N6C)(C(=O)OC)O)OC(=O)C)CC)OC)C(=O)OC.C(C(C(=O)O)O)(C(=O)O)O. Drug 2: CC1=C(C(=CC=C1)Cl)NC(=O)C2=CN=C(S2)NC3=CC(=NC(=N3)C)N4CCN(CC4)CCO. Cell line: T-47D. Synergy scores: CSS=35.9, Synergy_ZIP=-8.28, Synergy_Bliss=-0.593, Synergy_Loewe=-0.739, Synergy_HSA=0.479. (2) Drug 1: CC1=C(C(=CC=C1)Cl)NC(=O)C2=CN=C(S2)NC3=CC(=NC(=N3)C)N4CCN(CC4)CCO. Drug 2: CC12CCC3C(C1CCC2OP(=O)(O)O)CCC4=C3C=CC(=C4)OC(=O)N(CCCl)CCCl.[Na+]. Cell line: A498. Synergy scores: CSS=-1.57, Synergy_ZIP=0.908, Synergy_Bliss=1.34, Synergy_Loewe=-1.39, Synergy_HSA=-1.31. (3) Drug 1: CN(C)N=NC1=C(NC=N1)C(=O)N. Drug 2: CC1=CC=C(C=C1)C2=CC(=NN2C3=CC=C(C=C3)S(=O)(=O)N)C(F)(F)F. Cell line: SF-268. Synergy scores: CSS=-2.92, Synergy_ZIP=1.78, Synergy_Bliss=1.52, Synergy_Loewe=-2.69, Synergy_HSA=-3.89.